Dataset: Full USPTO retrosynthesis dataset with 1.9M reactions from patents (1976-2016). Task: Predict the reactants needed to synthesize the given product. (1) Given the product [O:24]1[CH2:23][CH2:22][N:21]([C:18]2[C:19]3[S:20][C:12]([CH2:11][N:8]4[CH2:7][CH2:6][N:5]([S:2]([CH3:1])(=[O:4])=[O:3])[CH2:10][CH2:9]4)=[CH:13][C:14]=3[N:15]=[C:16]([C:27]3[CH:28]=[C:29]([CH2:33][OH:34])[CH:30]=[N:31][CH:32]=3)[N:17]=2)[CH2:26][CH2:25]1, predict the reactants needed to synthesize it. The reactants are: [CH3:1][S:2]([N:5]1[CH2:10][CH2:9][N:8]([CH2:11][C:12]2[S:20][C:19]3[C:18]([N:21]4[CH2:26][CH2:25][O:24][CH2:23][CH2:22]4)=[N:17][C:16]([C:27]4[CH:28]=[C:29]([CH:33]=[O:34])[CH:30]=[N:31][CH:32]=4)=[N:15][C:14]=3[CH:13]=2)[CH2:7][CH2:6]1)(=[O:4])=[O:3].C(O[BH-](OC(=O)C)OC(=O)C)(=O)C.[Na+]. (2) Given the product [CH:14]1([CH2:17][NH:13][CH2:12][CH2:11][C:5]2[CH:6]=[CH:7][C:8]([O:9][CH3:10])=[C:3]([O:2][CH3:1])[CH:4]=2)[CH2:16][CH2:15]1, predict the reactants needed to synthesize it. The reactants are: [CH3:1][O:2][C:3]1[CH:4]=[C:5]([CH2:11][CH2:12][NH2:13])[CH:6]=[CH:7][C:8]=1[O:9][CH3:10].[CH:14]1([CH:17]=O)[CH2:16][CH2:15]1.